This data is from Forward reaction prediction with 1.9M reactions from USPTO patents (1976-2016). The task is: Predict the product of the given reaction. (1) Given the reactants [CH2:1]([N:8]([CH2:21][C:22]1[CH:27]=[CH:26][CH:25]=[CH:24][CH:23]=1)[C:9]1[N:10]=[CH:11][CH:12]=[C:13]2[CH:17]=[C:16]([C:18]([OH:20])=O)[NH:15][C:14]=12)[C:2]1[CH:7]=[CH:6][CH:5]=[CH:4][CH:3]=1.[NH2:28][CH2:29][C:30]1[CH:35]=[CH:34][N:33]=[CH:32][CH:31]=1.C(N=C=NCCCN(C)C)C.ON1C2C=CC=CC=2N=N1, predict the reaction product. The product is: [CH2:21]([N:8]([CH2:1][C:2]1[CH:3]=[CH:4][CH:5]=[CH:6][CH:7]=1)[C:9]1[N:10]=[CH:11][CH:12]=[C:13]2[CH:17]=[C:16]([C:18]([NH:28][CH2:29][C:30]3[CH:35]=[CH:34][N:33]=[CH:32][CH:31]=3)=[O:20])[NH:15][C:14]=12)[C:22]1[CH:27]=[CH:26][CH:25]=[CH:24][CH:23]=1. (2) Given the reactants [CH3:1][O:2][C:3]1[CH:4]=[C:5]2[C:10](=[CH:11][C:12]=1[O:13][CH3:14])[N:9]=[CH:8][N:7]=[C:6]2[N:15]1[CH2:24][CH2:23][C:22]2[C:17](=[CH:18][CH:19]=[C:20]([CH2:25][OH:26])[CH:21]=2)[CH2:16]1.[H-].[Na+].CI.[CH3:31]NC, predict the reaction product. The product is: [CH3:1][O:2][C:3]1[CH:4]=[C:5]2[C:10](=[CH:11][C:12]=1[O:13][CH3:14])[N:9]=[CH:8][N:7]=[C:6]2[N:15]1[CH2:24][CH2:23][C:22]2[C:17](=[CH:18][CH:19]=[C:20]([CH2:25][O:26][CH3:31])[CH:21]=2)[CH2:16]1. (3) Given the reactants [Cl:1][C:2]1[CH:7]=[CH:6][CH:5]=[CH:4][C:3]=1[N:8]1[CH2:14][CH2:13][CH2:12][N:11](/[C:15](/[CH3:22])=[C:16](/[C:20]#[N:21])\[C:17](=[S:19])[NH2:18])[CH2:10][CH2:9]1.[CH3:23]OC(OC)N(C)C.[OH-].[Na+].Cl[CH2:34][C:35]([NH2:37])=[O:36], predict the reaction product. The product is: [NH2:21][C:20]1[C:16]2[C:17](=[N:18][CH:23]=[CH:22][C:15]=2[N:11]2[CH2:12][CH2:13][CH2:14][N:8]([C:3]3[CH:4]=[CH:5][CH:6]=[CH:7][C:2]=3[Cl:1])[CH2:9][CH2:10]2)[S:19][C:34]=1[C:35]([NH2:37])=[O:36]. (4) Given the reactants [O:1]1[C:5]2[CH:6]=[CH:7][C:8]([C:10]3([C:13]([NH:15][C:16]4[S:17][C:18]([C@H:21]([C:28]5[CH:33]=[CH:32][CH:31]=[CH:30][C:29]=5[Cl:34])[N:22]5[CH2:26][CH2:25][CH2:24][C@H:23]5[OH:27])=[CH:19][N:20]=4)=[O:14])[CH2:12][CH2:11]3)=[CH:9][C:4]=2[O:3][CH2:2]1, predict the reaction product. The product is: [O:1]1[C:5]2[CH:6]=[CH:7][C:8]([C:10]3([C:13]([NH:15][C:16]4[S:17][C:18]([C@@H:21]([C:28]5[CH:33]=[CH:32][CH:31]=[CH:30][C:29]=5[Cl:34])[N:22]5[CH2:26][CH2:25][CH2:24][C@H:23]5[OH:27])=[CH:19][N:20]=4)=[O:14])[CH2:12][CH2:11]3)=[CH:9][C:4]=2[O:3][CH2:2]1. (5) Given the reactants [OH:1][C:2]([C:4]([F:7])([F:6])[F:5])=[O:3].[F:8][CH:9]([F:38])[CH2:10][NH:11][C:12]1[N:17]=[C:16]2[CH:18]([CH3:22])[NH:19][CH2:20][CH2:21][C:15]2=[N:14][C:13]=1[N:23]1[CH2:28][CH2:27][CH:26]([O:29][C:30]2[CH:35]=[CH:34][C:33]([F:36])=[CH:32][C:31]=2[F:37])[CH2:25][CH2:24]1.CCN(C(C)C)C(C)C.C(OC(=O)C)(=O)C, predict the reaction product. The product is: [F:38][CH:9]([F:8])[CH2:10][NH:11][C:12]1[N:17]=[C:16]2[CH:18]([CH3:22])[N:19]([C:2](=[O:1])[CH3:4])[CH2:20][CH2:21][C:15]2=[N:14][C:13]=1[N:23]1[CH2:28][CH2:27][CH:26]([O:29][C:30]2[CH:35]=[CH:34][C:33]([F:36])=[CH:32][C:31]=2[F:37])[CH2:25][CH2:24]1.[C:2]([OH:3])([C:4]([F:7])([F:6])[F:5])=[O:1]. (6) Given the reactants [F:1][C:2]1[CH:7]=[C:6]([C:8]([F:11])([F:10])[F:9])[CH:5]=[CH:4][C:3]=1[NH:12][CH2:13][C:14]([OH:16])=O.[Cl:17][C:18]1[CH:19]=[C:20]([NH2:32])[CH:21]=[CH:22][C:23]=1[O:24][CH2:25][CH2:26][N:27]([CH2:30][CH3:31])[CH2:28][CH3:29], predict the reaction product. The product is: [Cl:17][C:18]1[CH:19]=[C:20]([NH:32][C:14](=[O:16])[CH2:13][NH:12][C:3]2[CH:4]=[CH:5][C:6]([C:8]([F:9])([F:10])[F:11])=[CH:7][C:2]=2[F:1])[CH:21]=[CH:22][C:23]=1[O:24][CH2:25][CH2:26][N:27]([CH2:30][CH3:31])[CH2:28][CH3:29]. (7) Given the reactants Br[C:2]1[C:7]([F:8])=[CH:6][C:5]([N:9]2[C:13]([CH2:14][C@@H:15]3[CH2:19][CH2:18][N:17]([C:20]([CH:22]4[CH2:24][CH2:23]4)=[O:21])[CH2:16]3)=[N:12][NH:11][C:10]2=[O:25])=[C:4]([F:26])[CH:3]=1.CC1(C)C(C)(C)OB([C:35]2[CH:36]=[CH:37][C:38]3[O:42][CH:41]=[CH:40][C:39]=3[CH:43]=2)O1.C(=O)([O-])[O-].[Cs+].[Cs+], predict the reaction product. The product is: [O:42]1[C:38]2[CH:37]=[CH:36][C:35]([C:2]3[C:7]([F:8])=[CH:6][C:5]([N:9]4[C:13]([CH2:14][C@@H:15]5[CH2:19][CH2:18][N:17]([C:20]([CH:22]6[CH2:24][CH2:23]6)=[O:21])[CH2:16]5)=[N:12][NH:11][C:10]4=[O:25])=[C:4]([F:26])[CH:3]=3)=[CH:43][C:39]=2[CH:40]=[CH:41]1. (8) Given the reactants [NH2:1][C:2]1[C:3]([C:7]2[NH:23][C:10]3=[CH:11][C:12]4[C:13]([CH3:22])([CH3:21])[C:14](=[O:20])[N:15]([CH2:18][CH3:19])[C:16]=4[CH:17]=[C:9]3[N:8]=2)=[N:4][NH:5][CH:6]=1.Cl[C:25]([O:27][CH2:28][C:29]1[CH:34]=[CH:33][CH:32]=[CH:31][C:30]=1[Cl:35])=[O:26], predict the reaction product. The product is: [Cl:35][C:30]1[CH:31]=[CH:32][CH:33]=[CH:34][C:29]=1[CH2:28][O:27][C:25](=[O:26])[NH:1][C:2]1[C:3]([C:7]2[NH:23][C:10]3=[CH:11][C:12]4[C:13]([CH3:22])([CH3:21])[C:14](=[O:20])[N:15]([CH2:18][CH3:19])[C:16]=4[CH:17]=[C:9]3[N:8]=2)=[N:4][NH:5][CH:6]=1. (9) Given the reactants N([C:3]([CH:5]([N:13]1[C:21]2[C:16](=[CH:17][C:18]([NH:22][S:23]([C:26]3[CH:31]=[CH:30][C:29]([O:32][C:33]([F:36])([F:35])[F:34])=[CH:28][CH:27]=3)(=[O:25])=[O:24])=[CH:19][CH:20]=2)[CH:15]=[CH:14]1)[CH2:6][C:7]1[CH:12]=[CH:11][CH:10]=[CH:9][CH:8]=1)=[O:4])N.Cl.C(O)(=[O:40])C, predict the reaction product. The product is: [C:7]1([CH2:6][CH:5]([N:13]2[C:21]3[C:16](=[CH:17][C:18]([NH:22][S:23]([C:26]4[CH:31]=[CH:30][C:29]([O:32][C:33]([F:34])([F:35])[F:36])=[CH:28][CH:27]=4)(=[O:24])=[O:25])=[CH:19][CH:20]=3)[CH:15]=[CH:14]2)[C:3]([OH:40])=[O:4])[CH:8]=[CH:9][CH:10]=[CH:11][CH:12]=1. (10) Given the reactants [CH3:1][C:2]1[O:6][C:5]([C:7]([F:10])([F:9])[F:8])=[C:4]([CH2:11][OH:12])[CH:3]=1.[C:13]([O:17][C:18]([N:20]1[CH2:23][CH:22]([O:24][C:25]2[CH:30]=[C:29]([Cl:31])[CH:28]=[CH:27][C:26]=2O)[CH2:21]1)=[O:19])([CH3:16])([CH3:15])[CH3:14], predict the reaction product. The product is: [C:13]([O:17][C:18]([N:20]1[CH2:23][CH:22]([O:24][C:25]2[CH:30]=[C:29]([Cl:31])[CH:28]=[CH:27][C:26]=2[O:12][CH2:11][C:4]2[CH:3]=[C:2]([CH3:1])[O:6][C:5]=2[C:7]([F:10])([F:8])[F:9])[CH2:21]1)=[O:19])([CH3:16])([CH3:14])[CH3:15].